Dataset: Forward reaction prediction with 1.9M reactions from USPTO patents (1976-2016). Task: Predict the product of the given reaction. (1) Given the reactants [N:1]12[CH2:8][CH2:7][CH:4]([CH2:5][CH2:6]1)[C@@H:3]([OH:9])[CH2:2]2.[H-].[Na+].[C:12]1([C@H:18]2[C:27]3[C:22](=[CH:23][CH:24]=[CH:25][CH:26]=3)[CH2:21][CH2:20][N:19]2[C:28](OCCC)=[O:29])[CH:17]=[CH:16][CH:15]=[CH:14][CH:13]=1, predict the reaction product. The product is: [CH:15]1[CH:16]=[CH:17][C:12]([C@@H:18]2[N:19]([C:28]([O:9][C@@H:3]3[CH:4]4[CH2:7][CH2:8][N:1]([CH2:6][CH2:5]4)[CH2:2]3)=[O:29])[CH2:20][CH2:21][C:22]3[CH:23]=[CH:24][CH:25]=[CH:26][C:27]2=3)=[CH:13][CH:14]=1. (2) Given the reactants [N:1]1[CH:6]=[CH:5][N:4]=[CH:3][C:2]=1[C:7]#[N:8].CO.C[O-].[Na+].[Cl-:14].[NH4+:15], predict the reaction product. The product is: [ClH:14].[C:7]([C:2]1[CH:3]=[N:4][CH:5]=[CH:6][N:1]=1)(=[NH:15])[NH2:8].